From a dataset of Catalyst prediction with 721,799 reactions and 888 catalyst types from USPTO. Predict which catalyst facilitates the given reaction. (1) Reactant: [C:1]([O:5][C:6]([N:8]1[CH2:13][CH2:12][CH2:11][C@H:10]([CH2:14][OH:15])[CH2:9]1)=[O:7])([CH3:4])([CH3:3])[CH3:2].[CH3:16][S:17](Cl)(=[O:19])=[O:18]. Product: [CH3:16][S:17]([O:15][CH2:14][C@H:10]1[CH2:11][CH2:12][CH2:13][N:8]([C:6]([O:5][C:1]([CH3:4])([CH3:3])[CH3:2])=[O:7])[CH2:9]1)(=[O:19])=[O:18]. The catalyst class is: 542. (2) The catalyst class is: 3. Reactant: [CH3:1][C:2]1[CH:7]=[CH:6][C:5]([CH3:8])=[CH:4][C:3]=1[CH2:9][C:10]([OH:12])=O.C(N(C(C)C)CC)(C)C.F[P-](F)(F)(F)(F)F.N1(OC(N(C)C)=[N+](C)C)C2N=CC=CC=2N=N1.[CH3:46][O:47][C:48]1[CH:49]=[CH:50][CH:51]=[C:52]2[C:57]=1[CH2:56][CH:55]([NH:58][CH2:59][CH2:60][CH3:61])[CH2:54][CH2:53]2. Product: [CH3:46][O:47][C:48]1[CH:49]=[CH:50][CH:51]=[C:52]2[C:57]=1[CH2:56][CH:55]([N:58]([CH2:59][CH2:60][CH3:61])[C:10](=[O:12])[CH2:9][C:3]1[CH:4]=[C:5]([CH3:8])[CH:6]=[CH:7][C:2]=1[CH3:1])[CH2:54][CH2:53]2.